This data is from Full USPTO retrosynthesis dataset with 1.9M reactions from patents (1976-2016). The task is: Predict the reactants needed to synthesize the given product. (1) Given the product [CH2:1]([O:3][C:4]([C:5]1([S:6]([C:9]2[CH:10]=[CH:11][C:12]([O:15][CH2:16][C:17]#[C:18][CH3:19])=[CH:13][CH:14]=2)(=[O:7])=[O:8])[CH2:29][CH2:28][N:27]([CH2:26][C:25]2[CH:34]=[CH:35][C:22]([Cl:21])=[CH:23][CH:24]=2)[CH2:31][CH2:32]1)=[O:20])[CH3:2], predict the reactants needed to synthesize it. The reactants are: [CH2:1]([O:3][C:4](=[O:20])[CH2:5][S:6]([C:9]1[CH:14]=[CH:13][C:12]([O:15][CH2:16][C:17]#[C:18][CH3:19])=[CH:11][CH:10]=1)(=[O:8])=[O:7])[CH3:2].[Cl:21][C:22]1[CH:35]=[CH:34][C:25]([CH2:26][N:27]([CH2:31][CH2:32]Cl)[CH2:28][CH2:29]Cl)=[CH:24][CH:23]=1. (2) Given the product [CH2:20]1[CH2:48][O:47][C:22]2([CH2:27][CH2:26][N:25]([C:28]3[CH:33]=[CH:32][C:31]([C:2]4[N:3]=[C:4]([N:12]5[CH2:17][CH2:16][N:15]([CH2:18][CH3:19])[CH2:14][CH2:13]5)[C:5]5[C:10]([CH:11]=4)=[CH:9][CH:8]=[CH:7][CH:6]=5)=[CH:30][CH:29]=3)[CH2:24][CH2:23]2)[O:21]1, predict the reactants needed to synthesize it. The reactants are: Br[C:2]1[N:3]=[C:4]([N:12]2[CH2:17][CH2:16][N:15]([CH2:18][CH3:19])[CH2:14][CH2:13]2)[C:5]2[C:10]([CH:11]=1)=[CH:9][CH:8]=[CH:7][CH:6]=2.[CH2:20]1[CH2:48][O:47][C:22]2([CH2:27][CH2:26][N:25]([C:28]3[CH:33]=[CH:32][C:31]([Sn](CCCC)(CCCC)CCCC)=[CH:30][CH:29]=3)[CH2:24][CH2:23]2)[O:21]1. (3) Given the product [NH2:1][C:4]1[CH:5]=[C:6]([C:10]2[C:18]([C:19]3[CH:24]=[CH:23][N:22]=[C:21]([NH:25][C:26]4[CH:31]=[CH:30][CH:29]=[CH:28][CH:27]=4)[N:20]=3)=[C:13]3[CH:14]=[CH:15][CH:16]=[CH:17][N:12]3[N:11]=2)[CH:7]=[CH:8][CH:9]=1, predict the reactants needed to synthesize it. The reactants are: [N+:1]([C:4]1[CH:5]=[C:6]([C:10]2[C:18]([C:19]3[CH:24]=[CH:23][N:22]=[C:21]([NH:25][C:26]4[CH:31]=[CH:30][CH:29]=[CH:28][CH:27]=4)[N:20]=3)=[C:13]3[CH:14]=[CH:15][CH:16]=[CH:17][N:12]3[N:11]=2)[CH:7]=[CH:8][CH:9]=1)([O-])=O.[S-2].[Na+].[Na+]. (4) Given the product [Br:21][C:18]1[CH:19]=[CH:20][C:15]([O:13][CH2:12][CH:7]2[CH2:11][CH2:10][CH2:9][CH2:8]2)=[N:16][CH:17]=1, predict the reactants needed to synthesize it. The reactants are: CC(C)([O-])C.[K+].[CH:7]1([CH2:12][OH:13])[CH2:11][CH2:10][CH2:9][CH2:8]1.Br[C:15]1[CH:20]=[CH:19][C:18]([Br:21])=[CH:17][N:16]=1.O. (5) The reactants are: [O-]P([O-])([O-])=O.[K+].[K+].[K+].I[C:10]1[C:18]2[C:13](=[CH:14][CH:15]=[C:16]([C:19]([OH:21])=[O:20])[CH:17]=2)[NH:12][N:11]=1.CC1(C)C(C)(C)OB([C:30]2[CH:31]=[CH:32][C:33]([N:36]3[CH2:41][CH2:40][O:39][CH2:38][CH2:37]3)=[N:34][CH:35]=2)O1.CN(C=O)C. Given the product [O:39]1[CH2:40][CH2:41][N:36]([C:33]2[N:34]=[CH:35][C:30]([C:10]3[C:18]4[C:13](=[CH:14][CH:15]=[C:16]([C:19]([OH:21])=[O:20])[CH:17]=4)[NH:12][N:11]=3)=[CH:31][CH:32]=2)[CH2:37][CH2:38]1, predict the reactants needed to synthesize it. (6) Given the product [CH2:1]([C:3]([C:21]1[CH:26]=[CH:25][C:24]([O:27][CH2:30][CH2:31][CH2:32][CH2:33][N:34]2[C:38](=[O:39])[C:37]3[C:36](=[CH:43][CH:42]=[CH:41][CH:40]=3)[C:35]2=[O:44])=[C:23]([CH3:28])[CH:22]=1)([C:6]1[CH:11]=[CH:10][C:9]([CH2:12][CH2:13][CH:14]([OH:19])[C:15]([CH3:17])([CH3:18])[CH3:16])=[C:8]([CH3:20])[CH:7]=1)[CH2:4][CH3:5])[CH3:2], predict the reactants needed to synthesize it. The reactants are: [CH2:1]([C:3]([C:21]1[CH:26]=[CH:25][C:24]([OH:27])=[C:23]([CH3:28])[CH:22]=1)([C:6]1[CH:11]=[CH:10][C:9]([CH2:12][CH2:13][CH:14]([OH:19])[C:15]([CH3:18])([CH3:17])[CH3:16])=[C:8]([CH3:20])[CH:7]=1)[CH2:4][CH3:5])[CH3:2].Br[CH2:30][CH2:31][CH2:32][CH2:33][N:34]1[C:38](=[O:39])[C:37]2=[CH:40][CH:41]=[CH:42][CH:43]=[C:36]2[C:35]1=[O:44]. (7) Given the product [CH3:22][C:9]([O:15][C:16]1[CH:17]=[CH:18][CH:19]=[CH:20][CH:21]=1)([CH2:8][C:5]1[CH:4]=[CH:3][C:2]([O:1][CH2:24][CH2:25][O:26][CH:27]2[CH2:32][CH2:31][CH2:30][CH2:29][O:28]2)=[CH:7][CH:6]=1)[C:10]([O:12][CH2:13][CH3:14])=[O:11], predict the reactants needed to synthesize it. The reactants are: [OH:1][C:2]1[CH:7]=[CH:6][C:5]([CH2:8][C:9]([CH3:22])([O:15][C:16]2[CH:21]=[CH:20][CH:19]=[CH:18][CH:17]=2)[C:10]([O:12][CH2:13][CH3:14])=[O:11])=[CH:4][CH:3]=1.Br[CH2:24][CH2:25][O:26][CH:27]1[CH2:32][CH2:31][CH2:30][CH2:29][O:28]1.C(=O)([O-])[O-].[K+].[K+]. (8) Given the product [NH2:1][CH:2]1[N:7]([CH2:8][C:9]2[CH:14]=[CH:13][CH:12]=[CH:11][CH:10]=2)[C:6](=[O:15])[NH:5][C:4](=[O:16])[CH:3]1[NH:26][CH2:25][C@H:22]1[CH2:23][CH2:24][C@H:19]([CH3:18])[CH2:20][CH2:21]1, predict the reactants needed to synthesize it. The reactants are: [NH2:1][C:2]1[N:7]([CH2:8][C:9]2[CH:14]=[CH:13][CH:12]=[CH:11][CH:10]=2)[C:6](=[O:15])[NH:5][C:4](=[O:16])[C:3]=1Br.[CH3:18][C@H:19]1[CH2:24][CH2:23][C@H:22]([CH2:25][NH2:26])[CH2:21][CH2:20]1.C([O-])([O-])=O.[Na+].[Na+]. (9) Given the product [OH:24][C@H:23]([CH2:27][OH:26])[CH2:22][O:21][C:18]1[CH:19]=[CH:20][C:8]2[C:7](=[O:30])[C:6]3[C:5]4[C:13](=[CH:14][C:2]([CH2:65][OH:66])=[CH:3][CH:4]=4)[NH:12][C:11]=3[C:10]([CH3:15])([CH3:16])[C:9]=2[CH:17]=1, predict the reactants needed to synthesize it. The reactants are: Br[C:2]1[CH:14]=[C:13]2[C:5]([C:6]3[C:7](=[O:30])[C:8]4[CH:20]=[CH:19][C:18]([O:21][CH2:22][C@H:23]5[CH2:27][O:26]C(C)(C)[O:24]5)=[CH:17][C:9]=4[C:10]([CH3:16])([CH3:15])[C:11]=3[NH:12]2)=[CH:4][CH:3]=1.C1(C)C=CC=CC=1P(C1C=CC=CC=1C)C1C=CC=CC=1C.C1CCN2C(=NCCC2)CC1.Cl[C:65](OCC)=[O:66].[BH4-].[Na+]. (10) Given the product [N+:15]([C:18]1[CH:23]=[CH:22][C:21]([O:12][CH2:11][CH2:10][O:9][C:4]2[CH:5]=[CH:6][CH:7]=[CH:8][N:3]=2)=[CH:20][CH:19]=1)([O-:17])=[O:16], predict the reactants needed to synthesize it. The reactants are: [H-].[Na+].[N:3]1[CH:8]=[CH:7][CH:6]=[CH:5][C:4]=1[O:9][CH2:10][CH2:11][OH:12].[H][H].[N+:15]([C:18]1[CH:23]=[CH:22][C:21](F)=[CH:20][CH:19]=1)([O-:17])=[O:16].